From a dataset of Catalyst prediction with 721,799 reactions and 888 catalyst types from USPTO. Predict which catalyst facilitates the given reaction. (1) Reactant: O1CCCCC1[N:7]1[CH:11]=[C:10]([C:12]2[CH:13]=[C:14]([CH2:18][C:19]([O:21][CH2:22][CH3:23])=[O:20])[CH:15]=[CH:16][CH:17]=2)[CH:9]=[N:8]1. Product: [NH:7]1[CH:11]=[C:10]([C:12]2[CH:13]=[C:14]([CH2:18][C:19]([O:21][CH2:22][CH3:23])=[O:20])[CH:15]=[CH:16][CH:17]=2)[CH:9]=[N:8]1. The catalyst class is: 240. (2) Reactant: [Cl:1][C:2]1[CH:3]=[C:4]2[N:21]([CH2:22][O:23]CC[Si](C)(C)C)[C:20]([O:30][C@H:31]3[C@H:35]4[O:36][CH2:37][C@@H:38]([OH:39])[C@H:34]4[O:33][CH2:32]3)=[CH:19][C:5]2=[N:6][C:7]=1[C:8]1[CH:13]=[CH:12][C:11]([N:14]2[CH2:18][CH2:17][CH2:16][CH2:15]2)=[CH:10][CH:9]=1.Cl. The catalyst class is: 7. Product: [Cl:1][C:2]1[CH:3]=[C:4]2[N:21]([CH2:22][OH:23])[C:20]([O:30][C@H:31]3[C@H:35]4[O:36][CH2:37][C@@H:38]([OH:39])[C@H:34]4[O:33][CH2:32]3)=[CH:19][C:5]2=[N:6][C:7]=1[C:8]1[CH:13]=[CH:12][C:11]([N:14]2[CH2:18][CH2:17][CH2:16][CH2:15]2)=[CH:10][CH:9]=1. (3) Reactant: [F:1][C:2]1([F:29])[CH2:7][CH2:6][CH:5]([CH2:8][NH:9][C:10]([C:12]2[C:13]3[CH:14]=[CH:15][C:16]([C:23]4[CH2:28][CH2:27][CH2:26][CH2:25][CH:24]=4)=[N:17][C:18]=3[CH:19]=[CH:20][C:21]=2[Cl:22])=[O:11])[CH2:4][CH2:3]1.C([SiH](CC)CC)C. Product: [F:29][C:2]1([F:1])[CH2:3][CH2:4][CH:5]([CH2:8][NH:9][C:10]([C:12]2[C:13]3[CH:14]=[CH:15][C:16]([CH:23]4[CH2:24][CH2:25][CH2:26][CH2:27][CH2:28]4)=[N:17][C:18]=3[CH:19]=[CH:20][C:21]=2[Cl:22])=[O:11])[CH2:6][CH2:7]1. The catalyst class is: 45. (4) Reactant: [Cl:1][C:2]1[CH:3]=[CH:4][C:5]([CH3:9])=[C:6](N)[CH:7]=1.N([O-])=O.[Na+].[BrH:14]. Product: [Br:14][C:6]1[CH:7]=[C:2]([Cl:1])[CH:3]=[CH:4][C:5]=1[CH3:9]. The catalyst class is: 6. (5) Reactant: Br[CH2:2][C:3](=O)[C:4]([O:6][CH2:7][CH3:8])=[O:5].[N:10]1([C:15]2[N:20]=[C:19]([CH:21]3[CH:25]([C:26](=[S:28])[NH2:27])[CH2:24][CH2:23][N:22]3[C:29]([O:31][C:32]([CH3:35])([CH3:34])[CH3:33])=[O:30])[CH:18]=[C:17]([CH3:36])[N:16]=2)[CH:14]=[CH:13][N:12]=[CH:11]1.C(=O)(O)[O-].[Na+]. Product: [CH2:7]([O:6][C:4]([C:3]1[N:27]=[C:26]([CH:25]2[CH2:24][CH2:23][N:22]([C:29]([O:31][C:32]([CH3:35])([CH3:34])[CH3:33])=[O:30])[CH:21]2[C:19]2[CH:18]=[C:17]([CH3:36])[N:16]=[C:15]([N:10]3[CH:14]=[CH:13][N:12]=[CH:11]3)[N:20]=2)[S:28][CH:2]=1)=[O:5])[CH3:8]. The catalyst class is: 2. (6) Reactant: [Si:1]([O:8][CH:9]1[CH2:18][C:17]2[C:16]([NH2:19])=[CH:15][CH:14]=[CH:13][C:12]=2[CH2:11][CH2:10]1)([C:4]([CH3:7])([CH3:6])[CH3:5])([CH3:3])[CH3:2].C1C=C(O[C:27](OC2N=CC=CC=2)=[S:28])N=CC=1. Product: [C:4]([Si:1]([O:8][CH:9]1[CH2:10][CH2:11][C:12]2[C:17](=[C:16]([N:19]=[C:27]=[S:28])[CH:15]=[CH:14][CH:13]=2)[CH2:18]1)([CH3:3])[CH3:2])([CH3:7])([CH3:6])[CH3:5]. The catalyst class is: 4.